Dataset: Full USPTO retrosynthesis dataset with 1.9M reactions from patents (1976-2016). Task: Predict the reactants needed to synthesize the given product. (1) Given the product [CH3:31][C:32]([O:33][C:34]([CH3:38])([CH3:37])[C:35]#[CH:36])([CH3:42])[C:2]#[CH:3].[NH:1]([C:13]([O:15][CH2:16][CH:17]1[C:18]2[C:23](=[CH:22][CH:21]=[CH:20][CH:19]=2)[C:24]2[C:29]1=[CH:28][CH:27]=[CH:26][CH:25]=2)=[O:14])[C@H:2]([C:5]([O:7][CH2:8][C:9]([Cl:10])([Cl:11])[Cl:12])=[O:6])[CH2:3][OH:4], predict the reactants needed to synthesize it. The reactants are: [NH:1]([C:13]([O:15][CH2:16][CH:17]1[C:29]2[C:24](=[CH:25][CH:26]=[CH:27][CH:28]=2)[C:23]2[C:18]1=[CH:19][CH:20]=[CH:21][CH:22]=2)=[O:14])[C@H:2]([C:5]([O:7][CH2:8][C:9]([Cl:12])([Cl:11])[Cl:10])=[O:6])[CH2:3][OH:4].Cl[C:31](Cl)(Cl)[C:32](=N)[O:33][C:34]([CH3:38])([CH3:37])[C:35]#[CH:36].[C:42](S(O)(=O)=O)(F)(F)F.ClC(Cl)(Cl)C(=N)[O-]. (2) Given the product [Cl:25][C:26]1[CH:31]=[C:30]([Cl:32])[CH:29]=[CH:28][C:27]=1[CH2:33][NH:34][C:35]([N:13]1[CH2:14][CH2:15][CH:10]([C:8](=[O:9])[C:5]2[CH:6]=[CH:7][C:2]([F:1])=[CH:3][CH:4]=2)[CH2:11][CH2:12]1)=[O:36], predict the reactants needed to synthesize it. The reactants are: [F:1][C:2]1[CH:7]=[CH:6][C:5]([C:8]([CH:10]2[CH2:15][CH2:14][NH:13][CH2:12][CH2:11]2)=[O:9])=[CH:4][CH:3]=1.C(N(C(C)C)CC)(C)C.[Cl:25][C:26]1[CH:31]=[C:30]([Cl:32])[CH:29]=[CH:28][C:27]=1[CH2:33][N:34]=[C:35]=[O:36]. (3) Given the product [N:11]([CH2:2][CH2:3][O:4][CH:5]1[CH2:10][CH2:9][CH2:8][CH2:7][O:6]1)=[N+:12]=[N-:13], predict the reactants needed to synthesize it. The reactants are: Br[CH2:2][CH2:3][O:4][CH:5]1[CH2:10][CH2:9][CH2:8][CH2:7][O:6]1.[N-:11]=[N+:12]=[N-:13].[Na+].CCOC(C)=O.O. (4) Given the product [C:19]([N:9]([CH2:10][CH3:11])[C:7](=[O:8])[C:6]1[C:12]([CH3:13])=[C:2]([Br:1])[CH:3]=[N:4][CH:5]=1)([O:18][C:14]([CH3:17])([CH3:16])[CH3:15])=[O:20], predict the reactants needed to synthesize it. The reactants are: [Br:1][C:2]1[CH:3]=[N:4][CH:5]=[C:6]([C:12]=1[CH3:13])[C:7]([NH:9][CH2:10][CH3:11])=[O:8].[C:14]([O:18][C:19](O[C:19]([O:18][C:14]([CH3:17])([CH3:16])[CH3:15])=[O:20])=[O:20])([CH3:17])([CH3:16])[CH3:15]. (5) Given the product [CH2:22]([N:17]1[CH2:16][C:15]2([CH2:24][CH2:25][N:12]([CH:8]([C:5]3[CH:6]=[CH:7][C:2]([C:51]4[CH:60]=[C:59]5[C:54]([CH:55]=[C:56]([CH3:61])[CH:57]=[N:58]5)=[CH:53][CH:52]=4)=[CH:3][C:4]=3[F:26])[C:9]([NH2:11])=[O:10])[CH2:13][CH2:14]2)[O:20][CH2:19][C:18]1=[O:21])[CH3:23], predict the reactants needed to synthesize it. The reactants are: Br[C:2]1[CH:7]=[CH:6][C:5]([CH:8]([N:12]2[CH2:25][CH2:24][C:15]3([O:20][CH2:19][C:18](=[O:21])[N:17]([CH2:22][CH3:23])[CH2:16]3)[CH2:14][CH2:13]2)[C:9]([NH2:11])=[O:10])=[C:4]([F:26])[CH:3]=1.CC1(C)C(C)(C)OB(B2OC(C)(C)C(C)(C)O2)O1.C([O-])(=O)C.[K+].Br[C:51]1[CH:60]=[C:59]2[C:54]([CH:55]=[C:56]([CH3:61])[CH:57]=[N:58]2)=[CH:53][CH:52]=1.C([O-])([O-])=O.[K+].[K+]. (6) Given the product [O:17]=[C:16]1[NH:10][C:9]2[CH:8]=[CH:7][C:4]([C:5]#[N:6])=[CH:3][C:2]=2[NH:1]1, predict the reactants needed to synthesize it. The reactants are: [NH2:1][C:2]1[CH:3]=[C:4]([CH:7]=[CH:8][C:9]=1[NH2:10])[C:5]#[N:6].C1N=CN([C:16](N2C=NC=C2)=[O:17])C=1.[OH-].[Na+]. (7) Given the product [C:1]12([CH2:11][O:12][C:13]3[C:21]([CH:22]4[CH2:23][CH2:24]4)=[CH:20][C:16]([C:17]([NH:46][S:43]([N:41]4[CH2:42][CH:39]([C:37]#[N:38])[CH2:40]4)(=[O:45])=[O:44])=[O:19])=[C:15]([F:25])[CH:14]=3)[CH2:2][CH:3]3[CH2:9][CH:7]([CH2:6][CH:5]([CH2:4]3)[CH2:10]1)[CH2:8]2, predict the reactants needed to synthesize it. The reactants are: [C:1]12([CH2:11][O:12][C:13]3[C:21]([CH:22]4[CH2:24][CH2:23]4)=[CH:20][C:16]([C:17]([OH:19])=O)=[C:15]([F:25])[CH:14]=3)[CH2:10][CH:5]3[CH2:6][CH:7]([CH2:9][CH:3]([CH2:4]3)[CH2:2]1)[CH2:8]2.C(N=C=NCCCN(C)C)C.[C:37]([CH:39]1[CH2:42][N:41]([S:43]([NH2:46])(=[O:45])=[O:44])[CH2:40]1)#[N:38].